Dataset: Reaction yield outcomes from USPTO patents with 853,638 reactions. Task: Predict the reaction yield, written as a fraction of the theoretical maximum amount of product (1.0 means a 100% yield; for example, 0.34 means a 34% yield). (1) The reactants are [F:1][C:2]([F:21])([F:20])[C:3]1[CH:8]=[CH:7][C:6]([C:9]2[C:17]3[O:16][CH:15]([CH2:18][NH2:19])[CH2:14][C:13]=3[CH:12]=[CH:11][CH:10]=2)=[CH:5][CH:4]=1.C(N(C(C)C)CC)(C)C.Cl[C:32]([O:34][CH2:35][C:36]1[CH:41]=[CH:40][CH:39]=[CH:38][CH:37]=1)=[O:33]. No catalyst specified. The product is [F:21][C:2]([F:20])([F:1])[C:3]1[CH:4]=[CH:5][C:6]([C:9]2[C:17]3[O:16][CH:15]([CH2:18][NH:19][C:32](=[O:33])[O:34][CH2:35][C:36]4[CH:41]=[CH:40][CH:39]=[CH:38][CH:37]=4)[CH2:14][C:13]=3[CH:12]=[CH:11][CH:10]=2)=[CH:7][CH:8]=1. The yield is 0.910. (2) The reactants are [CH2:1]([C:4]1[N:8]([CH2:9][C:10]2[CH:11]=[N:12][C:13]([C:16]3[CH:21]=[CH:20][CH:19]=[CH:18][C:17]=3[C:22]3[NH:26][N:25]=[N:24][N:23]=3)=[CH:14][CH:15]=2)[N:7]=[C:6](C(O)=O)[CH:5]=1)[CH2:2][CH3:3].CN([C:33]([O:37]N1N=NC2C=CC=NC1=2)=[N+](C)C)C.F[P-](F)(F)(F)(F)F.CCN(C(C)C)C(C)C.CN(C=O)C.[NH2:68][C@H:69]([CH2:74][C:75]1[CH:80]=[CH:79][CH:78]=[CH:77][C:76]=1[Cl:81])[CH2:70][C:71]([OH:73])=[O:72].Cl. No catalyst specified. The product is [Cl:81][C:76]1[CH:77]=[CH:78][CH:79]=[CH:80][C:75]=1[CH2:74][C@@H:69]([NH:68][C:33]([C:6]1[CH:5]=[C:4]([CH2:1][CH2:2][CH3:3])[N:8]([CH2:9][C:10]2[CH:11]=[N:12][C:13]([C:16]3[CH:21]=[CH:20][CH:19]=[CH:18][C:17]=3[C:22]3[NH:26][N:25]=[N:24][N:23]=3)=[CH:14][CH:15]=2)[N:7]=1)=[O:37])[CH2:70][C:71]([OH:73])=[O:72]. The yield is 1.00. (3) The reactants are [CH2:1]([N:8]1[C:12]([C:13]2[CH:18]=[CH:17][CH:16]=[CH:15][CH:14]=2)=[CH:11][CH:10]=[C:9]1[C:19]1[CH:20]=[C:21]2[C:26](=[CH:27][CH:28]=1)[CH:25]=[C:24]([O:29][CH2:30][C:31]([O:33]C)=[O:32])[CH:23]=[CH:22]2)[C:2]1[CH:7]=[CH:6][CH:5]=[CH:4][CH:3]=1.[OH-].[Na+].C1COCC1.CO. The catalyst is O. The product is [CH2:1]([N:8]1[C:12]([C:13]2[CH:14]=[CH:15][CH:16]=[CH:17][CH:18]=2)=[CH:11][CH:10]=[C:9]1[C:19]1[CH:20]=[C:21]2[C:26](=[CH:27][CH:28]=1)[CH:25]=[C:24]([O:29][CH2:30][C:31]([OH:33])=[O:32])[CH:23]=[CH:22]2)[C:2]1[CH:7]=[CH:6][CH:5]=[CH:4][CH:3]=1. The yield is 0.950. (4) The reactants are [Br:1][C:2]1[CH:3]=[C:4]2[C:9](=[CH:10][CH:11]=1)[C:8](=[O:12])[NH:7][C:6](=[O:13])[C:5]2=[CH:14]OC.CN1CCN([C:24]2[CH:29]=[CH:28][C:27]([NH2:30])=[CH:26][CH:25]=2)CC1.[CH3:31][N:32](C)C=O. No catalyst specified. The product is [NH2:30][C:27]1[CH:28]=[C:29]([CH:24]=[CH:25][CH:26]=1)[CH2:31][NH:32]/[CH:14]=[C:5]1\[C:6](=[O:13])[NH:7][C:8](=[O:12])[C:9]2[C:4]\1=[CH:3][C:2]([Br:1])=[CH:11][CH:10]=2. The yield is 0.330.